From a dataset of Drug-target binding data from BindingDB using IC50 measurements. Regression. Given a target protein amino acid sequence and a drug SMILES string, predict the binding affinity score between them. We predict pIC50 (pIC50 = -log10(IC50 in M); higher means more potent). Dataset: bindingdb_ic50. The small molecule is CCCCCCCCCCCCOS(=O)(=O)[N-]C(=O)Nc1c(C(C)C)cccc1C(C)C. The target protein (O70536) has sequence MVGEETSLRNRLSRSAENPEQDEAQKNLLDTHRNGHITMKQLIAKKRQLAAEAEELKPLFLKEVGCHFDDFVTNLIDKSASLDNGGCALTTFSILEEMKNNHRAKDLRAPPEQGKIFISRRSLLDELFEVDHIRTIYHMFIALLIIFILSTLVVDYIDEGRLVLEFSLLAYAFGQFPIVIWTWWAMFLSTLAIPYFLFQRWAHGYSKSSHPLIYSLIHGAFFLVFQLGILGFIPTYVVLAYTLPPASRFILILEQIRLVMKAHSYVRENVPRVLSAAKEKSSTVPVPTVNQYLYFLFAPTLIYRDSYPRTPTVRWGYVAMQFLQVFGCLFYVYYIFERLCAPLFRNIKQEPFSARVLVLCVFNSILPGVLMLFLSFFAFLHCWLNAFAEMLRFGDRMFYKDWWNSTSYSNYYRTWNVVVHDWLYYYVYKDLLWFFSKRFRPAAMLAVFALSAVVHEYALAVCLSYFYPVLFVLFMFFGMAFNFIVNDSRKRPVWNIMVRA.... The pIC50 is 5.3.